The task is: Predict the reaction yield, written as a fraction of the theoretical maximum amount of product (1.0 means a 100% yield; for example, 0.34 means a 34% yield).. This data is from Reaction yield outcomes from USPTO patents with 853,638 reactions. (1) The reactants are [NH2:1][C:2]1[N:7]=[C:6]([N:8]2[CH2:13][CH2:12][N:11]([C:14](=[O:24])[CH2:15][O:16][C:17]3[CH:22]=[CH:21][C:20]([Cl:23])=[CH:19][CH:18]=3)[CH2:10][CH2:9]2)[C:5]([NH2:25])=[C:4]([NH2:26])[N:3]=1.[F:27][C:28]1[CH:35]=[CH:34][C:31]([CH:32]=O)=[CH:30][CH:29]=1. No catalyst specified. The product is [NH2:1][C:2]1[N:3]=[C:4]2[C:5]([N:25]=[C:32]([C:31]3[CH:34]=[CH:35][C:28]([F:27])=[CH:29][CH:30]=3)[NH:26]2)=[C:6]([N:8]2[CH2:9][CH2:10][N:11]([C:14](=[O:24])[CH2:15][O:16][C:17]3[CH:18]=[CH:19][C:20]([Cl:23])=[CH:21][CH:22]=3)[CH2:12][CH2:13]2)[N:7]=1. The yield is 0.830. (2) The reactants are [Si:1]([O:8][CH2:9][C:10]#[C:11][C:12]1[C:20]2[C:15](=[CH:16][CH:17]=[CH:18][C:19]=2[N+:21]([O-])=O)[N:14]([C:24]([O:26][C:27]([CH3:30])([CH3:29])[CH3:28])=[O:25])[N:13]=1)([C:4]([CH3:7])([CH3:6])[CH3:5])([CH3:3])[CH3:2]. The catalyst is CO.C(OCC)(=O)C.[Pd]. The product is [NH2:21][C:19]1[CH:18]=[CH:17][CH:16]=[C:15]2[C:20]=1[C:12]([CH2:11][CH2:10][CH2:9][O:8][Si:1]([C:4]([CH3:7])([CH3:6])[CH3:5])([CH3:2])[CH3:3])=[N:13][N:14]2[C:24]([O:26][C:27]([CH3:30])([CH3:29])[CH3:28])=[O:25]. The yield is 0.890. (3) The product is [Cl:1][C:2]1[C:9]([O:10][CH3:11])=[C:8]([OH:12])[C:7]([N+:13]([O-:15])=[O:14])=[CH:6][C:3]=1[OH:16]. The catalyst is CO. The reactants are [Cl:1][C:2]1[C:9]([O:10][CH3:11])=[C:8]([OH:12])[C:7]([N+:13]([O-:15])=[O:14])=[CH:6][C:3]=1C=O.[OH-:16].[Na+].O.OO. The yield is 0.500. (4) The reactants are [Br:1][C:2]1[C:3]([O:19][CH3:20])=[C:4]([NH:12][C:13](=[O:18])[C:14]([CH3:17])([CH3:16])[CH3:15])[C:5]([C:10]#[N:11])=[C:6]([CH3:9])[C:7]=1I.[CH2:21]([O:28][C:29]1[CH:30]=[C:31](B(O)O)[CH:32]=[CH:33][CH:34]=1)[C:22]1[CH:27]=[CH:26][CH:25]=[CH:24][CH:23]=1.P([O-])([O-])([O-])=O.[K+].[K+].[K+]. The catalyst is C(OCC)(=O)C.C1C=CC([P]([Pd]([P](C2C=CC=CC=2)(C2C=CC=CC=2)C2C=CC=CC=2)([P](C2C=CC=CC=2)(C2C=CC=CC=2)C2C=CC=CC=2)[P](C2C=CC=CC=2)(C2C=CC=CC=2)C2C=CC=CC=2)(C2C=CC=CC=2)C2C=CC=CC=2)=CC=1. The product is [CH2:21]([O:28][C:29]1[CH:34]=[C:33]([C:7]2[C:6]([CH3:9])=[C:5]([C:10]#[N:11])[C:4]([NH:12][C:13](=[O:18])[C:14]([CH3:17])([CH3:16])[CH3:15])=[C:3]([O:19][CH3:20])[C:2]=2[Br:1])[CH:32]=[CH:31][CH:30]=1)[C:22]1[CH:27]=[CH:26][CH:25]=[CH:24][CH:23]=1. The yield is 0.550. (5) The reactants are [Cl:1][C:2]1[CH:6]=[CH:5][NH:4][C:3]=1[C:7]([O:9]C)=[O:8].O[Li].O. The catalyst is CO.O. The product is [Cl:1][C:2]1[CH:6]=[CH:5][NH:4][C:3]=1[C:7]([OH:9])=[O:8]. The yield is 0.900. (6) The reactants are [NH2:1][CH2:2][CH2:3][OH:4].[F:5][C:6]1[CH:7]=[C:8]([C:22]2[N:23]=[C:24]([N:36]3[CH2:41][CH2:40][O:39][CH2:38][C@@H:37]3[CH3:42])[C:25]3[CH2:30][N:29]([C:31]([O:33][CH2:34][CH3:35])=[O:32])[CH2:28][C:26]=3[N:27]=2)[CH:9]=[CH:10][C:11]=1[NH:12][C:13](OC1C=CC=CC=1)=[O:14]. No catalyst specified. The product is [CH2:34]([O:33][C:31]([N:29]1[CH2:30][C:25]2[C:24]([N:36]3[CH2:41][CH2:40][O:39][CH2:38][C@@H:37]3[CH3:42])=[N:23][C:22]([C:8]3[CH:9]=[CH:10][C:11]([NH:12][C:13]([NH:1][CH2:2][CH2:3][OH:4])=[O:14])=[C:6]([F:5])[CH:7]=3)=[N:27][C:26]=2[CH2:28]1)=[O:32])[CH3:35]. The yield is 0.360.